Dataset: Forward reaction prediction with 1.9M reactions from USPTO patents (1976-2016). Task: Predict the product of the given reaction. (1) Given the reactants N(C(OCC)=O)=NC(OCC)=O.FC(F)(F)C(O)=O.[OH:20][CH:21]1[CH2:26][CH2:25][N:24]([C:27]2[N:32]=[CH:31][C:30]([C:33]3([C:36]([N:38]4[CH2:42][CH2:41][C@@:40]5([C:46]6[CH:47]=[CH:48][CH:49]=[CH:50][C:45]=6[C:44](=[O:51])[O:43]5)[CH2:39]4)=[O:37])[CH2:35][CH2:34]3)=[CH:29][CH:28]=2)[CH2:23][CH2:22]1.[N:52]1[CH:57]=[CH:56][C:55](O)=[CH:54][CH:53]=1.C1(P(C2C=CC=CC=2)C2C=CC=CC=2)C=CC=CC=1.O1CCCC1, predict the reaction product. The product is: [N:52]1[CH:57]=[CH:56][C:55]([O:20][CH:21]2[CH2:22][CH2:23][N:24]([C:27]3[N:32]=[CH:31][C:30]([C:33]4([C:36]([N:38]5[CH2:42][CH2:41][C@@:40]6([C:46]7[CH:47]=[CH:48][CH:49]=[CH:50][C:45]=7[C:44](=[O:51])[O:43]6)[CH2:39]5)=[O:37])[CH2:34][CH2:35]4)=[CH:29][CH:28]=3)[CH2:25][CH2:26]2)=[CH:54][CH:53]=1. (2) Given the reactants C(O)(C(F)(F)F)=O.Cl[C:9]1[C:10]2[CH2:19][CH2:18][N:17]([C:20]([O:22]C(C)(C)C)=O)[CH2:16][C:11]=2[N:12]=[C:13]([CH3:15])[N:14]=1.C([O-])(O)=O.[Na+].[Cl:32][C:33]1[C:41]([C:42]([F:45])([F:44])[F:43])=[CH:40][CH:39]=[CH:38][C:34]=1C(O)=O.CN(C([O:53][N:54]1[N:62]=[N:61][C:56]2[CH:57]=[CH:58][CH:59]=[N:60][C:55]1=2)=[N+](C)C)C.F[P-](F)(F)(F)(F)F, predict the reaction product. The product is: [N:61]1[C:56]2[C:55](=[N:60][CH:59]=[CH:58][CH:57]=2)[N:54]([O:53][C:9]2[C:10]3[CH2:19][CH2:18][N:17]([C:20]([C:34]4[CH:38]=[CH:39][CH:40]=[C:41]([C:42]([F:43])([F:44])[F:45])[C:33]=4[Cl:32])=[O:22])[CH2:16][C:11]=3[N:12]=[C:13]([CH3:15])[N:14]=2)[N:62]=1. (3) Given the reactants F[C:2]1[CH:3]=C(C=C(F)[CH:39]=1)C[C@H](C(N1[C@@H](CC2C=CC=CC=2)COC1=O)=O)[C@@H](C1COCCN1C(OC(C)(C)C)=O)O.Br[C:42]1[CH:43]=[C:44]([CH:83]=[C:84]([C:86]([O:88]C)=[O:87])[CH:85]=1)[C:45]([NH:47][C@@H:48]([CH2:74][C:75]1C=C(F)C=C(F)C=1)[C@@H]([C@H]1C[C@@H](OCCC)CN1C(OC(C)(C)C)=O)O[Si](C(C)(C)C)(C)C)=[O:46].C(O[C@H]1CN(C(OC(C)(C)C)=O)[C@@H](C(O)=O)C1)C=C.CCN(C(C)C)C(C)C.CN(C(ON1N=NC2C=CC=NC1=2)=[N+](C)C)C.F[P-](F)(F)(F)(F)F.N[C@@H](CC1C=C(F)C=C(F)C=1)[C@@H]([C@H]1C[C@@H](OCCC)CN1C(OC(C)(C)C)=O)O[Si](C(C)(C)C)(C)C, predict the reaction product. The product is: [CH2:39]([N:47]([CH2:48][CH2:74][CH3:75])[C:45]([C:44]1[CH:83]=[C:84]([CH:85]=[CH:42][CH:43]=1)[C:86]([OH:88])=[O:87])=[O:46])[CH2:2][CH3:3]. (4) Given the reactants CC[O:3][CH2:4][CH3:5].[OH2:6], predict the reaction product. The product is: [OH:6][CH2:5][C@@H:4]([C@H:5]([C@@H:4]([C@@H:5]([CH2:4][OH:3])[OH:6])[OH:3])[OH:6])[OH:3]. (5) Given the reactants Br[C:2]1[CH:3]=[C:4]([CH:9]=[C:10]([O:12][C:13]2[CH:18]=[N:17][C:16]([N:19]([C:24]([O:26][C:27]([CH3:30])([CH3:29])[CH3:28])=[O:25])[CH2:20][CH:21]3[CH2:23][CH2:22]3)=[CH:15][N:14]=2)[CH:11]=1)[C:5]([O:7][CH3:8])=[O:6].[C:31](=O)([O-])[O-].[K+].[K+].CB1OB(C)OB(C)O1.O, predict the reaction product. The product is: [C:27]([O:26][C:24]([N:19]([CH2:20][CH:21]1[CH2:23][CH2:22]1)[C:16]1[N:17]=[CH:18][C:13]([O:12][C:10]2[CH:9]=[C:4]([CH:3]=[C:2]([CH3:31])[CH:11]=2)[C:5]([O:7][CH3:8])=[O:6])=[N:14][CH:15]=1)=[O:25])([CH3:29])([CH3:30])[CH3:28]. (6) Given the reactants [C:1]([O:5][C:6]([NH:8][CH2:9][CH:10]1[CH2:15][CH2:14][NH:13][CH2:12][CH2:11]1)=[O:7])([CH3:4])([CH3:3])[CH3:2].[Cl:16][C:17]1[C:21](Cl)=[N:20][S:19][N:18]=1.CCN(C(C)C)C(C)C, predict the reaction product. The product is: [C:1]([O:5][C:6](=[O:7])[NH:8][CH2:9][CH:10]1[CH2:11][CH2:12][N:13]([C:21]2[C:17]([Cl:16])=[N:18][S:19][N:20]=2)[CH2:14][CH2:15]1)([CH3:4])([CH3:2])[CH3:3]. (7) Given the reactants [Br:1][C:2]1[CH:11]=[C:10](Br)[C:9]2[C:4](=[CH:5][CH:6]=[CH:7][CH:8]=2)[N:3]=1.[C:13]([N:20]1[CH2:25][CH2:24][CH2:23][CH2:22][CH:21]1[CH:26]=[O:27])([O:15][C:16]([CH3:19])([CH3:18])[CH3:17])=[O:14], predict the reaction product. The product is: [Br:1][C:2]1[CH:11]=[C:10]([CH:26]([OH:27])[CH:21]2[CH2:22][CH2:23][CH2:24][CH2:25][N:20]2[C:13]([O:15][C:16]([CH3:18])([CH3:17])[CH3:19])=[O:14])[C:9]2[C:4](=[CH:5][CH:6]=[CH:7][CH:8]=2)[N:3]=1. (8) Given the reactants [CH:14]1(P([CH:14]2[CH2:19][CH2:18][CH2:17][CH2:16][CH2:15]2)[CH:14]2[CH2:19][CH2:18][CH2:17][CH2:16][CH2:15]2)[CH2:19][CH2:18][CH2:17][CH2:16][CH2:15]1.[F-].[K+].C1(B(O)O)C=CC=CC=1.[F:31][C:32]1[CH:33]=[CH:34][C:35](OS(C(F)(F)F)(=O)=O)=[C:36]([CH:41]=1)[C:37]([O:39][CH3:40])=[O:38], predict the reaction product. The product is: [F:31][C:32]1[CH:41]=[C:36]([C:37]([O:39][CH3:40])=[O:38])[C:35]([C:14]2[CH:15]=[CH:16][CH:17]=[CH:18][CH:19]=2)=[CH:34][CH:33]=1.